Dataset: Catalyst prediction with 721,799 reactions and 888 catalyst types from USPTO. Task: Predict which catalyst facilitates the given reaction. (1) Reactant: [Br:1][C:2]1[CH:7]=[CH:6][C:5]([C:8]([O:23]C)=[C:9]2[CH2:15][CH:14]3[N:16]([C:17]4[N:22]=[CH:21][CH:20]=[CH:19][N:18]=4)[CH:11]([CH2:12][CH2:13]3)[CH2:10]2)=[CH:4][CH:3]=1.Cl.C([O-])(O)=O.[Na+]. Product: [Br:1][C:2]1[CH:7]=[CH:6][C:5]([C:8]([CH:9]2[CH2:15][CH:14]3[N:16]([C:17]4[N:18]=[CH:19][CH:20]=[CH:21][N:22]=4)[CH:11]([CH2:12][CH2:13]3)[CH2:10]2)=[O:23])=[CH:4][CH:3]=1. The catalyst class is: 1. (2) Reactant: C(O)(C(F)(F)F)=O.C(OC([NH:15][C@H:16]1[C:24]2[C:19](=[CH:20][CH:21]=[C:22]([C:25]([O:27][CH3:28])=[O:26])[CH:23]=2)[CH2:18][CH2:17]1)=O)(C)(C)C. Product: [NH2:15][C@H:16]1[C:24]2[C:19](=[CH:20][CH:21]=[C:22]([C:25]([O:27][CH3:28])=[O:26])[CH:23]=2)[CH2:18][CH2:17]1. The catalyst class is: 4. (3) Reactant: C([N:8]([CH:18]1[CH2:22][CH2:21][CH2:20][CH2:19]1)[CH2:9][C:10]([F:17])([CH3:16])[C:11]([O:13][CH2:14][CH3:15])=[O:12])C1C=CC=CC=1.C(O)(C(F)(F)F)=O. Product: [CH:18]1([NH:8][CH2:9][C:10]([F:17])([CH3:16])[C:11]([O:13][CH2:14][CH3:15])=[O:12])[CH2:19][CH2:20][CH2:21][CH2:22]1. The catalyst class is: 261. (4) The catalyst class is: 1. Product: [NH2:7][CH2:6][C:5]1[C:4]([F:30])=[CH:3][C:2]([Cl:1])=[C:15]([C:16]2[NH:20][C:19](=[O:21])[N:18]([C:22]3[CH:27]=[CH:26][C:25]([F:28])=[C:24]([Cl:29])[CH:23]=3)[N:17]=2)[CH:14]=1. Reactant: [Cl:1][C:2]1[C:15]([C:16]2[NH:20][C:19](=[O:21])[N:18]([C:22]3[CH:27]=[CH:26][C:25]([F:28])=[C:24]([Cl:29])[CH:23]=3)[N:17]=2)=[CH:14][C:5]([CH2:6][NH:7]C(=O)C(F)(F)F)=[C:4]([F:30])[CH:3]=1.[OH-].[K+].O. (5) Reactant: O.O.[NH2:3][C:4]1[S:5][CH:6]=[C:7]([C:9](=[N:13][O:14][C:15](=[O:17])[CH3:16])[C:10]([OH:12])=[O:11])[N:8]=1. Product: [NH2:3][C:4]1[S:5][CH:6]=[C:7]([C:9](=[N:13][O:14][C:15](=[O:17])[CH3:16])[C:10]([OH:12])=[O:11])[N:8]=1. The catalyst class is: 21. (6) Reactant: C[O-].[Na+].C([O:7][C:8]1[CH:13]=[CH:12][C:11]([S:14][CH3:15])=[CH:10][C:9]=1/[CH:16]=[CH:17]/[C:18]1[CH:27]=[CH:26][C:21]([C:22]([O:24][CH3:25])=[O:23])=[CH:20][N:19]=1)(=O)C. Product: [OH:7][C:8]1[CH:13]=[CH:12][C:11]([S:14][CH3:15])=[CH:10][C:9]=1/[CH:16]=[CH:17]/[C:18]1[CH:27]=[CH:26][C:21]([C:22]([O:24][CH3:25])=[O:23])=[CH:20][N:19]=1. The catalyst class is: 5. (7) Reactant: [Cl:1][C:2]1[C:10]2[C:5](=[CH:6][CH:7]=[CH:8][CH:9]=2)[NH:4][C:3]=1[C:11]([OH:13])=O.[C:14]([NH:17][NH2:18])(=[O:16])[CH3:15].C(N(CC)CC)C.CN(C(ON1N=NC2C=CC=CC1=2)=[N+](C)C)C.F[P-](F)(F)(F)(F)F. Product: [C:14]([NH:17][NH:18][C:11]([C:3]1[NH:4][C:5]2[C:10]([C:2]=1[Cl:1])=[CH:9][CH:8]=[CH:7][CH:6]=2)=[O:13])(=[O:16])[CH3:15]. The catalyst class is: 9. (8) Reactant: [H-].[H-].[H-].[H-].[Li+].[Al+3].[Si:7]([O:14][C@@H:15]1[C@@H:19]([F:20])[CH2:18][C@@H:17]([C:21](OCC)=[O:22])[CH2:16]1)([C:10]([CH3:13])([CH3:12])[CH3:11])([CH3:9])[CH3:8]. Product: [Si:7]([O:14][C@@H:15]1[C@@H:19]([F:20])[CH2:18][C@@H:17]([CH2:21][OH:22])[CH2:16]1)([C:10]([CH3:13])([CH3:12])[CH3:11])([CH3:9])[CH3:8]. The catalyst class is: 1. (9) Reactant: [CH3:1][C:2]1([N:8]2[CH2:13][CH2:12][O:11][CH2:10][CH2:9]2)[CH2:7][CH2:6][NH:5][CH2:4][CH2:3]1.[O:14]=[C:15]1[N:21]([CH:22]2[CH2:27][CH2:26][N:25]([C:28]([O:30][C@@H:31]([C:42](O)=[O:43])[CH2:32][C:33]3[CH:38]=[C:37]([CH3:39])[C:36]([OH:40])=[C:35]([CH3:41])[CH:34]=3)=[O:29])[CH2:24][CH2:23]2)[CH2:20][CH2:19][C:18]2[CH:45]=[CH:46][CH:47]=[CH:48][C:17]=2[NH:16]1.CN(C(ON1N=NC2C=CC=CC1=2)=[N+](C)C)C.[B-](F)(F)(F)F.C(N(CC)CC)C.C([O-])(O)=O.[Na+]. Product: [O:14]=[C:15]1[N:21]([CH:22]2[CH2:23][CH2:24][N:25]([C:28]([O:30][C@H:31]([CH2:32][C:33]3[CH:34]=[C:35]([CH3:41])[C:36]([OH:40])=[C:37]([CH3:39])[CH:38]=3)[C:42]([N:5]3[CH2:6][CH2:7][C:2]([CH3:1])([N:8]4[CH2:9][CH2:10][O:11][CH2:12][CH2:13]4)[CH2:3][CH2:4]3)=[O:43])=[O:29])[CH2:26][CH2:27]2)[CH2:20][CH2:19][C:18]2[CH:45]=[CH:46][CH:47]=[CH:48][C:17]=2[NH:16]1. The catalyst class is: 3.